This data is from Catalyst prediction with 721,799 reactions and 888 catalyst types from USPTO. The task is: Predict which catalyst facilitates the given reaction. (1) Reactant: C([O:3][C:4](=[O:18])[CH2:5][NH:6][C:7](=[O:17])[CH2:8][CH2:9][CH2:10][C:11]1[CH:16]=[CH:15][CH:14]=[CH:13][CH:12]=1)C.[OH-].[Na+]. Product: [C:11]1([CH2:10][CH2:9][CH2:8][C:7]([NH:6][CH2:5][C:4]([OH:18])=[O:3])=[O:17])[CH:12]=[CH:13][CH:14]=[CH:15][CH:16]=1. The catalyst class is: 88. (2) Reactant: [BH4-].[Na+].[Br:3][C:4]1[CH:9]=[C:8]([CH:10]=[O:11])[C:7]([F:12])=[CH:6][N:5]=1. Product: [Br:3][C:4]1[CH:9]=[C:8]([CH2:10][OH:11])[C:7]([F:12])=[CH:6][N:5]=1. The catalyst class is: 5. (3) Reactant: [NH:1]([C:12]([O:14][CH2:15][C:16]1[CH:21]=[CH:20][CH:19]=[CH:18][CH:17]=1)=[O:13])[C@H:2]([C:8]([O:10][CH3:11])=[O:9])[CH2:3][CH2:4][C:5](=O)[OH:6].CN1CCOCC1.ClC(OCC(C)C)=O.[BH4-].[Na+]. Product: [CH3:11][O:10][C:8](=[O:9])[C@@H:2]([NH:1][C:12]([O:14][CH2:15][C:16]1[CH:17]=[CH:18][CH:19]=[CH:20][CH:21]=1)=[O:13])[CH2:3][CH2:4][CH2:5][OH:6]. The catalyst class is: 36. (4) Reactant: [CH3:1][NH:2][C:3]1[N:8]=[C:7]([C:9]2[S:10][C:11]3[CH:19]=[CH:18][CH:17]=[CH:16][C:12]=3[C:13](=[O:15])[N:14]=2)[CH:6]=[CH:5][CH:4]=1.[C:20](Cl)(=[O:22])[CH3:21].CN(C)C(=O)C. Product: [CH3:1][N:2]([C:3]1[CH:4]=[CH:5][CH:6]=[C:7]([C:9]2[S:10][C:11]3[CH:19]=[CH:18][CH:17]=[CH:16][C:12]=3[C:13](=[O:15])[N:14]=2)[N:8]=1)[C:20](=[O:22])[CH3:21]. The catalyst class is: 6. (5) Reactant: [CH3:1][O:2][C:3]1[CH:4]=[C:5]2[C:10](=[CH:11][C:12]=1[O:13][CH3:14])[N:9]=[CH:8][CH:7]=[C:6]2[O:15][C:16]1[CH:22]=[CH:21][C:19]([NH2:20])=[C:18]([F:23])[CH:17]=1.C(N(CC)CC)C.ClC(Cl)(O[C:35](=[O:41])OC(Cl)(Cl)Cl)Cl.[Br:43][C:44]1[CH:45]=[C:46]([C@H:50]([NH2:52])[CH3:51])[CH:47]=[CH:48][CH:49]=1. Product: [Br:43][C:44]1[CH:45]=[C:46]([C@H:50]([NH:52][C:35]([NH:20][C:19]2[CH:21]=[CH:22][C:16]([O:15][C:6]3[C:5]4[C:10](=[CH:11][C:12]([O:13][CH3:14])=[C:3]([O:2][CH3:1])[CH:4]=4)[N:9]=[CH:8][CH:7]=3)=[CH:17][C:18]=2[F:23])=[O:41])[CH3:51])[CH:47]=[CH:48][CH:49]=1. The catalyst class is: 22. (6) Reactant: CN1C(=O)CCC1.Br[C:9]1[C:10]2[N:11]([C:16]([I:19])=[CH:17][N:18]=2)[N:12]=[C:13]([Cl:15])[CH:14]=1.[CH2:20]([NH2:24])[CH:21]([CH3:23])[CH3:22].O. Product: [Cl:15][C:13]1[CH:14]=[C:9]([NH:24][CH2:20][CH:21]([CH3:23])[CH3:22])[C:10]2[N:11]([C:16]([I:19])=[CH:17][N:18]=2)[N:12]=1. The catalyst class is: 13. (7) Reactant: C([O:3][CH:4](OCC)[C:5]1[O:13][C:12]2[C:11]([C:14]3[CH:19]=[CH:18][C:17]([O:20][CH3:21])=[CH:16][CH:15]=3)=[CH:10][N:9]=[CH:8][C:7]=2[CH:6]=1)C.Cl.C(=O)(O)[O-].[Na+]. Product: [CH3:21][O:20][C:17]1[CH:16]=[CH:15][C:14]([C:11]2[C:12]3[O:13][C:5]([CH:4]=[O:3])=[CH:6][C:7]=3[CH:8]=[N:9][CH:10]=2)=[CH:19][CH:18]=1. The catalyst class is: 7. (8) Reactant: C1C=CC(N([S:8]([C:11]([F:14])([F:13])[F:12])(=[O:10])=[O:9])[S:8]([C:11]([F:14])([F:13])[F:12])(=[O:10])=[O:9])=CC=1.[OH:22][C:23]1[CH:30]=[CH:29][C:26]([CH:27]=[O:28])=[CH:25][C:24]=1[CH2:31][N:32]1[CH2:37][CH2:36][O:35][CH2:34][CH2:33]1.C(N(CC)CC)C. The catalyst class is: 2. Product: [F:12][C:11]([F:14])([F:13])[S:8]([O:22][C:23]1[CH:30]=[CH:29][C:26]([CH:27]=[O:28])=[CH:25][C:24]=1[CH2:31][N:32]1[CH2:33][CH2:34][O:35][CH2:36][CH2:37]1)(=[O:10])=[O:9]. (9) The catalyst class is: 58. Reactant: [NH2:1][C:2]1[C:11]([F:12])=[C:10](F)[C:9]([O:14][CH3:15])=[C:8]2[C:3]=1[C:4](=[O:28])[C:5]([C:25]([OH:27])=[O:26])=[C:6]([C:19]1[CH:24]=[CH:23][CH:22]=[CH:21][CH:20]=1)[N:7]2[CH:16]1[CH2:18][CH2:17]1.[N:29]1[CH:34]=[CH:33][CH:32]=[CH:31][C:30]=1[NH:35][CH2:36][CH2:37][NH2:38].C(N(CC)CC)C.[NH4+].[Cl-]. Product: [NH2:1][C:2]1[C:11]([F:12])=[C:10]([NH:38][CH2:37][CH2:36][NH:35][C:30]2[CH:31]=[CH:32][CH:33]=[CH:34][N:29]=2)[C:9]([O:14][CH3:15])=[C:8]2[C:3]=1[C:4](=[O:28])[C:5]([C:25]([OH:27])=[O:26])=[C:6]([C:19]1[CH:20]=[CH:21][CH:22]=[CH:23][CH:24]=1)[N:7]2[CH:16]1[CH2:18][CH2:17]1.